From a dataset of Forward reaction prediction with 1.9M reactions from USPTO patents (1976-2016). Predict the product of the given reaction. (1) The product is: [C:14]1([CH:2]([NH:1][S:26]([C:20]2[CH:25]=[CH:24][CH:23]=[CH:22][CH:21]=2)(=[O:28])=[O:27])[C:3]([O:5][C@@H:6]2[CH:11]3[CH2:10][CH2:9][N:8]([CH2:13][CH2:12]3)[CH2:7]2)=[O:4])[CH:19]=[CH:18][CH:17]=[CH:16][CH:15]=1. Given the reactants [NH2:1][CH:2]([C:14]1[CH:19]=[CH:18][CH:17]=[CH:16][CH:15]=1)[C:3]([O:5][C@@H:6]1[CH:11]2[CH2:12][CH2:13][N:8]([CH2:9][CH2:10]2)[CH2:7]1)=[O:4].[C:20]1([S:26](Cl)(=[O:28])=[O:27])[CH:25]=[CH:24][CH:23]=[CH:22][CH:21]=1, predict the reaction product. (2) Given the reactants C(OC([N:8]1[CH2:13][CH2:12][N:11]([CH2:14][CH2:15][CH2:16][O:17][C:18]2[CH:23]=[CH:22][C:21]([C:24]3[NH:28][C:27]4[CH:29]=[C:30]([F:34])[C:31]([Cl:33])=[CH:32][C:26]=4[N:25]=3)=[CH:20][C:19]=2[Cl:35])[CH2:10][CH2:9]1)=O)(C)(C)C.C(OC(N1CCN(CCCOC2C=CC(C=O)=CC=2Cl)CC1)=O)(C)(C)C.ClC1C=C(N)C(N)=CC=1F, predict the reaction product. The product is: [Cl:33][C:31]1[C:30]([F:34])=[CH:29][C:27]2[NH:28][C:24]([C:21]3[CH:22]=[CH:23][C:18]([O:17][CH2:16][CH2:15][CH2:14][N:11]4[CH2:10][CH2:9][NH:8][CH2:13][CH2:12]4)=[C:19]([Cl:35])[CH:20]=3)=[N:25][C:26]=2[CH:32]=1. (3) Given the reactants [F:1][C:2]1[CH:29]=[CH:28][C:5]([CH2:6][N:7]2[C:11]3=[CH:12][N:13]=[C:14]([C:24]([O:26][CH3:27])=[O:25])[C:15](OS(C(F)(F)F)(=O)=O)=[C:10]3[CH:9]=[CH:8]2)=[CH:4][CH:3]=1.[Cl-].[Li+].[CH2:32]([O:34][CH:35]=[CH:36][Sn](CCCC)(CCCC)CCCC)[CH3:33], predict the reaction product. The product is: [CH2:35]([O:34][CH:32]=[CH:33][C:15]1[C:14]([C:24]([O:26][CH3:27])=[O:25])=[N:13][CH:12]=[C:11]2[N:7]([CH2:6][C:5]3[CH:28]=[CH:29][C:2]([F:1])=[CH:3][CH:4]=3)[CH:8]=[CH:9][C:10]=12)[CH3:36]. (4) Given the reactants [CH2:1]([N:3]([CH2:26][CH3:27])[C:4]([C:6]1[CH:22]=[CH:21][C:9]([NH:10][CH2:11][CH2:12][NH:13][C:14](=[O:20])[O:15][C:16]([CH3:19])([CH3:18])[CH3:17])=[C:8]([N+:23]([O-])=O)[CH:7]=1)=[O:5])[CH3:2], predict the reaction product. The product is: [NH2:23][C:8]1[CH:7]=[C:6]([C:4]([N:3]([CH2:1][CH3:2])[CH2:26][CH3:27])=[O:5])[CH:22]=[CH:21][C:9]=1[NH:10][CH2:11][CH2:12][NH:13][C:14](=[O:20])[O:15][C:16]([CH3:17])([CH3:18])[CH3:19]. (5) Given the reactants [F:1][C:2]1[CH:17]=[CH:16][C:5]([O:6][C:7]2[CH:8]=[C:9]([CH:13]=[CH:14][CH:15]=2)[C:10](O)=[O:11])=[C:4]([N+:18]([O-:20])=[O:19])[CH:3]=1.C(Cl)(=O)C([Cl:24])=O, predict the reaction product. The product is: [F:1][C:2]1[CH:17]=[CH:16][C:5]([O:6][C:7]2[CH:8]=[C:9]([CH:13]=[CH:14][CH:15]=2)[C:10]([Cl:24])=[O:11])=[C:4]([N+:18]([O-:20])=[O:19])[CH:3]=1. (6) Given the reactants [F:1][C:2]1[CH:3]=[C:4]([CH:23]=[CH:24][C:25]=1[F:26])[CH2:5][O:6][C:7]1[CH:16]=[C:15]2[C:10]([CH:11]=[C:12]([CH2:17][C:18](OCC)=[O:19])[CH:13]=[N:14]2)=[N:9][CH:8]=1.BrC1C=[N:30]C2C(C=1)=NC=C(OCC1C=CC(F)=C(F)C=1)C=2.F[B-](F)(F)F.C([PH+](C(C)(C)C)C(C)(C)C)(C)(C)C.P([O-])([O-])([O-])=O.[K+].[K+].[K+].O1CCOCCOCCOCCOCCOCC1.C(OCC)(=O)CC(OCC)=O, predict the reaction product. The product is: [F:1][C:2]1[CH:3]=[C:4]([CH:23]=[CH:24][C:25]=1[F:26])[CH2:5][O:6][C:7]1[CH:16]=[C:15]2[C:10]([CH:11]=[C:12]([CH2:17][C:18]([NH2:30])=[O:19])[CH:13]=[N:14]2)=[N:9][CH:8]=1. (7) Given the reactants [F:1][C:2]1[CH:3]=[C:4]([OH:11])[CH:5]=[CH:6][C:7]=1[N+:8]([O-])=O.ClC1C=C(N)C=CC=1SC1N(C)C=CN=1, predict the reaction product. The product is: [NH2:8][C:7]1[CH:6]=[CH:5][C:4]([OH:11])=[CH:3][C:2]=1[F:1].